From a dataset of Peptide-MHC class I binding affinity with 185,985 pairs from IEDB/IMGT. Regression. Given a peptide amino acid sequence and an MHC pseudo amino acid sequence, predict their binding affinity value. This is MHC class I binding data. (1) The peptide sequence is PEFYEAMYT. The MHC is HLA-B18:01 with pseudo-sequence HLA-B18:01. The binding affinity (normalized) is 0. (2) The peptide sequence is FLTSVINRV. The MHC is HLA-A02:01 with pseudo-sequence HLA-A02:01. The binding affinity (normalized) is 0.857.